Dataset: Peptide-MHC class I binding affinity with 185,985 pairs from IEDB/IMGT. Task: Regression. Given a peptide amino acid sequence and an MHC pseudo amino acid sequence, predict their binding affinity value. This is MHC class I binding data. (1) The binding affinity (normalized) is 0.808. The MHC is HLA-A02:01 with pseudo-sequence HLA-A02:01. The peptide sequence is FLGKIWSS. (2) The peptide sequence is RRDYRRGL. The MHC is HLA-C06:02 with pseudo-sequence HLA-C06:02. The binding affinity (normalized) is 0.0350. (3) The peptide sequence is DPSMLRTTA. The MHC is HLA-A24:03 with pseudo-sequence HLA-A24:03. The binding affinity (normalized) is 0.213. (4) The peptide sequence is ILMARYMSK. The MHC is HLA-B27:03 with pseudo-sequence HLA-B27:03. The binding affinity (normalized) is 0.0847. (5) The peptide sequence is RVCAEMVAK. The MHC is HLA-A80:01 with pseudo-sequence HLA-A80:01. The binding affinity (normalized) is 0.0847. (6) The peptide sequence is KRRGGIGD. The MHC is Mamu-B08 with pseudo-sequence Mamu-B08. The binding affinity (normalized) is 0.0774. (7) The MHC is HLA-B53:01 with pseudo-sequence HLA-B53:01. The binding affinity (normalized) is 0.568. The peptide sequence is MPGTRRVMGI. (8) The peptide sequence is CHATLTHRL. The MHC is HLA-A02:19 with pseudo-sequence HLA-A02:19. The binding affinity (normalized) is 0.0847. (9) The peptide sequence is QLAKRFSRG. The MHC is HLA-B08:01 with pseudo-sequence HLA-B08:01. The binding affinity (normalized) is 0.338. (10) The binding affinity (normalized) is 0.0847. The peptide sequence is YQVLVMVPK. The MHC is HLA-B73:01 with pseudo-sequence HLA-B73:01.